From a dataset of Retrosynthesis with 50K atom-mapped reactions and 10 reaction types from USPTO. Predict the reactants needed to synthesize the given product. (1) Given the product CCOc1noc(C2CC(c3ccc(CC(F)(F)F)cc3)CN(C(=O)Oc3ccc([N+](=O)[O-])cc3)C2)n1, predict the reactants needed to synthesize it. The reactants are: CCOc1noc(C2CNCC(c3ccc(CC(F)(F)F)cc3)C2)n1.O=C(Cl)Oc1ccc([N+](=O)[O-])cc1. (2) The reactants are: Cc1nc(C(=O)O)c(-c2ccccc2)s1.Fc1ccc2nc(C[C@@H]3CCCCN3)c(Cl)n2c1. Given the product Cc1nc(C(=O)N2CCCC[C@H]2Cc2nc3ccc(F)cn3c2Cl)c(-c2ccccc2)s1, predict the reactants needed to synthesize it. (3) Given the product CN(C)CCC(NC(=O)Nc1ccc2c(c1)CCC2)c1ccc(C(=O)O)cc1, predict the reactants needed to synthesize it. The reactants are: CN(C)CCC(NC(=O)Nc1ccc2c(c1)CCC2)c1ccc(C(=O)OCc2ccccc2)cc1. (4) Given the product O=C(Nc1ccc(-c2ccc(CO)c(F)c2)cc1)[C@H]1CN2CCC1CC2, predict the reactants needed to synthesize it. The reactants are: O=C(Nc1ccc(Br)cc1)[C@H]1CN2CCC1CC2.OCc1ccc(Br)cc1F. (5) Given the product CCc1cccc2nc(SCc3ccc(C(=O)c4ccc([N+](=O)[O-])cc4)cc3)n(C)c(=O)c12, predict the reactants needed to synthesize it. The reactants are: CCc1cccc2nc(S)n(C)c(=O)c12.O=C(c1ccc(CBr)cc1)c1ccc([N+](=O)[O-])cc1. (6) Given the product COC(=O)c1ccc2nc(C)n(Cc3ccc(COCc4ccccc4)cc3Cl)c2n1, predict the reactants needed to synthesize it. The reactants are: BrCc1ccccc1.COC(=O)c1ccc2nc(C)n(Cc3ccc(CO)cc3Cl)c2n1.